From a dataset of Full USPTO retrosynthesis dataset with 1.9M reactions from patents (1976-2016). Predict the reactants needed to synthesize the given product. (1) Given the product [CH:1]([C:4]1[C:8]([CH2:9][CH2:10][C:11]([O:13][CH3:14])=[O:12])=[CH:7][N:6]([C:16]2[N:17]=[N:18][C:19]([C:22]([F:25])([F:24])[F:23])=[CH:20][CH:21]=2)[N:5]=1)([CH3:3])[CH3:2], predict the reactants needed to synthesize it. The reactants are: [CH:1]([C:4]1[C:8]([CH2:9][CH2:10][C:11]([O:13][CH3:14])=[O:12])=[CH:7][NH:6][N:5]=1)([CH3:3])[CH3:2].Cl[C:16]1[N:17]=[N:18][C:19]([C:22]([F:25])([F:24])[F:23])=[CH:20][CH:21]=1.[H-].[Na+].Cl. (2) Given the product [F:23][C:20]1[CH:19]=[CH:18][C:17]([O:16][CH2:15][CH:14]([O:24][CH2:25][O:26][CH2:27][CH2:28][O:29][CH3:30])[CH2:13][CH2:12][CH2:11][CH2:10][CH2:9][OH:8])=[CH:22][CH:21]=1, predict the reactants needed to synthesize it. The reactants are: C([O:8][CH2:9][CH2:10][CH2:11][CH2:12][CH2:13][CH:14]([O:24][CH2:25][O:26][CH2:27][CH2:28][O:29][CH3:30])[CH2:15][O:16][C:17]1[CH:22]=[CH:21][C:20]([F:23])=[CH:19][CH:18]=1)C1C=CC=CC=1. (3) Given the product [C:1]([C:5]1[CH:10]=[CH:9][C:8]([C:11]2[CH:12]=[CH:13][CH:14]=[C:15]3[C:19]=2[CH:18]=[C:17]([CH2:21][C:22]([CH3:25])([CH3:24])[CH3:23])[CH2:16]3)=[CH:7][CH:6]=1)([CH3:4])([CH3:3])[CH3:2], predict the reactants needed to synthesize it. The reactants are: [C:1]([C:5]1[CH:10]=[CH:9][C:8]([C:11]2[CH:12]=[CH:13][CH:14]=[C:15]3[C:19]=2[C:18](=O)[CH:17]([CH2:21][C:22]([CH3:25])([CH3:24])[CH3:23])[CH2:16]3)=[CH:7][CH:6]=1)([CH3:4])([CH3:3])[CH3:2].[BH4-].[Na+].CO.S(=O)(=O)(O)O. (4) Given the product [CH3:1][C:2]1([CH3:26])[CH2:11][CH2:10][C:9]([CH3:12])([CH3:13])[C:8]2[CH:7]=[C:6]([C:14]3[N:15]=[C:16]([N:19]4[CH2:24][CH2:23][CH:22]([NH:25][CH2:31][CH:28]([OH:27])[CH2:29][OH:30])[CH2:21][CH2:20]4)[S:17][CH:18]=3)[CH:5]=[CH:4][C:3]1=2, predict the reactants needed to synthesize it. The reactants are: [CH3:1][C:2]1([CH3:26])[CH2:11][CH2:10][C:9]([CH3:13])([CH3:12])[C:8]2[CH:7]=[C:6]([C:14]3[N:15]=[C:16]([N:19]4[CH2:24][CH2:23][CH:22]([NH2:25])[CH2:21][CH2:20]4)[S:17][CH:18]=3)[CH:5]=[CH:4][C:3]1=2.[O:27]1[CH2:31][CH:28]1[CH2:29][OH:30]. (5) The reactants are: [O:1]1[CH2:6][CH2:5][CH:4]([O:7][C:8]2[CH:15]=[CH:14][C:13](B3OC(C)(C)C(C)(C)O3)=[CH:12][C:9]=2[C:10]#[N:11])[CH2:3][CH2:2]1.Br[C:26]1[CH:31]=[CH:30][N:29]=[C:28]([Cl:32])[CH:27]=1.O.C(=O)([O-])[O-].[K+].[K+]. Given the product [Cl:32][C:28]1[CH:27]=[C:26]([C:13]2[CH:14]=[CH:15][C:8]([O:7][CH:4]3[CH2:3][CH2:2][O:1][CH2:6][CH2:5]3)=[C:9]([CH:12]=2)[C:10]#[N:11])[CH:31]=[CH:30][N:29]=1, predict the reactants needed to synthesize it.